From a dataset of Choline transporter screen with 302,306 compounds. Binary Classification. Given a drug SMILES string, predict its activity (active/inactive) in a high-throughput screening assay against a specified biological target. The result is 1 (active). The drug is s1c(nc(c1)C=O)c1ccc(OC)cc1.